This data is from Reaction yield outcomes from USPTO patents with 853,638 reactions. The task is: Predict the reaction yield, written as a fraction of the theoretical maximum amount of product (1.0 means a 100% yield; for example, 0.34 means a 34% yield). (1) The reactants are [CH3:1][C@@H:2]1[CH2:7][CH2:6][C@H:5]([O:8][C:9]2[C:18]([C:19]([F:22])([F:21])[F:20])=[C:17]3[C:12]([CH:13]=[CH:14][C:15]([CH2:23]OS(C)(=O)=O)=[CH:16]3)=[CH:11][CH:10]=2)[CH2:4][CH2:3]1.CN(C)C=O.Cl.C(=O)([O-])[O-].[Cs+].[Cs+].O1CCCC1.[OH-].[Li+].O.C[O:50][C:51]([CH:53]1[CH2:59][CH:58]2[NH:60][CH:55]([CH2:56][CH2:57]2)[CH2:54]1)=[O:52]. The catalyst is CCOC(C)=O. The product is [CH3:1][C@@H:2]1[CH2:3][CH2:4][C@H:5]([O:8][C:9]2[C:18]([C:19]([F:20])([F:21])[F:22])=[C:17]3[C:12]([CH:13]=[CH:14][C:15]([CH2:23][N:60]4[CH:58]5[CH2:57][CH2:56][CH:55]4[CH2:54][CH:53]([C:51]([OH:50])=[O:52])[CH2:59]5)=[CH:16]3)=[CH:11][CH:10]=2)[CH2:6][CH2:7]1. The yield is 0.480. (2) The reactants are [CH3:1][C:2]1[N:3]=[C:4]([N:12]2[CH2:16][CH2:15][N:14]([C:17]3C=CC=C[CH:18]=3)[C:13]2=[O:23])[S:5][C:6]=1[C:7]([O:9]CC)=[O:8].C(N1CCN(C2SC(C([O-])=O)=C(C)N=2)C1=O)C. No catalyst specified. The product is [CH2:17]([N:14]1[CH2:15][CH2:16][N:12]([C:4]2[S:5][C:6]([C:7]([OH:9])=[O:8])=[C:2]([CH3:1])[N:3]=2)[C:13]1=[O:23])[CH3:18]. The yield is 0.800. (3) The reactants are [F:1][C:2]([F:39])([F:38])[CH2:3][N:4]1[C:8]2[N:9]=[C:10]([C:19]3[CH:24]=[CH:23][C:22]([NH:25][C:26]([NH:28][C:29]4[CH:37]=[CH:36][C:32]([C:33](O)=[O:34])=[CH:31][CH:30]=4)=[O:27])=[CH:21][CH:20]=3)[N:11]=[C:12]([N:13]3[CH2:18][CH2:17][O:16][CH2:15][CH2:14]3)[C:7]=2[CH:6]=[CH:5]1.[CH3:40][N:41]([CH3:46])[CH2:42][CH2:43][NH:44][CH3:45].CCN(CC)CC.C1C=CC2N(O)N=NC=2C=1.CCN=C=NCCCN(C)C. The catalyst is C1COCC1. The product is [CH3:40][N:41]([CH3:46])[CH2:42][CH2:43][N:44]([CH3:45])[C:33](=[O:34])[C:32]1[CH:31]=[CH:30][C:29]([NH:28][C:26](=[O:27])[NH:25][C:22]2[CH:21]=[CH:20][C:19]([C:10]3[N:11]=[C:12]([N:13]4[CH2:18][CH2:17][O:16][CH2:15][CH2:14]4)[C:7]4[CH:6]=[CH:5][N:4]([CH2:3][C:2]([F:39])([F:1])[F:38])[C:8]=4[N:9]=3)=[CH:24][CH:23]=2)=[CH:37][CH:36]=1. The yield is 0.870. (4) The reactants are [F:1][C:2]1[CH:3]=[C:4]([CH:8]=[C:9]([I:12])[C:10]=1[CH3:11])[C:5](Cl)=[O:6].C(=O)([O-])[O-].[Na+].[Na+].[CH:19]1([NH2:22])[CH2:21][CH2:20]1. The catalyst is C(Cl)Cl. The product is [CH:19]1([NH:22][C:5](=[O:6])[C:4]2[CH:8]=[C:9]([I:12])[C:10]([CH3:11])=[C:2]([F:1])[CH:3]=2)[CH2:21][CH2:20]1. The yield is 0.690. (5) The reactants are [CH3:1][C:2]1[CH:3]=[CH:4][CH:5]=[C:6]2[C:11]=1[O:10][C:9](=[O:12])[CH2:8][CH2:7]2.[Cl-].[Cl-].[Cl-].[Al+3].O. The catalyst is CO. The product is [OH:10][C:11]1[C:2]([CH3:1])=[CH:3][CH:4]=[C:5]2[C:6]=1[CH2:7][CH2:8][C:9]2=[O:12]. The yield is 0.675. (6) The reactants are [CH:1]1([C:7]2[CH:13]=[CH:12][C:10]([NH2:11])=[CH:9][CH:8]=2)[CH2:6][CH2:5][CH2:4][CH2:3][CH2:2]1.Cl[S:15]([N:18]=C=O)(=[O:17])=[O:16].[Cl-].[Cl-].[Cl-].[Al+3]. The catalyst is [N+](CC)([O-])=O. The product is [NH2:11][C:10]1[CH:9]=[CH:8][C:7]([CH:1]2[CH2:2][CH2:3][CH2:4][CH2:5][CH2:6]2)=[CH:13][C:12]=1[S:15]([NH2:18])(=[O:17])=[O:16]. The yield is 0.310. (7) The reactants are [CH3:1][NH:2][C:3]([N:5]1[N:9]=[CH:8][C:7]2([CH2:14][CH2:13][O:12][CH2:11][CH2:10]2)[CH2:6]1)=[S:4].I[CH3:16]. The catalyst is CO. The product is [CH3:16][S:4][C:3]([N:5]1[N:9]=[CH:8][C:7]2([CH2:14][CH2:13][O:12][CH2:11][CH2:10]2)[CH2:6]1)=[N:2][CH3:1]. The yield is 0.990.